Dataset: Reaction yield outcomes from USPTO patents with 853,638 reactions. Task: Predict the reaction yield, written as a fraction of the theoretical maximum amount of product (1.0 means a 100% yield; for example, 0.34 means a 34% yield). (1) The reactants are [CH3:1][S:2]([OH:5])(=[O:4])=[O:3].C([NH:13][C:14]1[CH:19]=[CH:18][C:17]([N+:20]([O-])=O)=[CH:16][C:15]=1[S:23]([NH2:26])(=[O:25])=[O:24])C1C=CC=CC=1.O1CCCC1.[H][H]. The catalyst is [Pd].C(O)C.O. The product is [CH3:1][S:2]([OH:5])(=[O:4])=[O:3].[NH2:13][C:14]1[CH:19]=[CH:18][C:17]([NH2:20])=[CH:16][C:15]=1[S:23]([NH2:26])(=[O:24])=[O:25]. The yield is 0.930. (2) The reactants are [O:1]1[C:7]2([CH3:8])[CH:2]1[C:3]([O:5][C:6]2([CH3:10])[CH3:9])=[O:4].[C:11](Cl)(=[O:14])[CH:12]=[CH2:13]. No catalyst specified. The product is [C:11]([O:1][C:7]1([CH3:8])[C:6]([CH3:9])([CH3:10])[O:5][C:3](=[O:4])[CH2:2]1)(=[O:14])[CH:12]=[CH2:13]. The yield is 0.850. (3) The reactants are [F:1][C:2]([F:39])([F:38])[C:3]1[CH:8]=[CH:7][C:6]([N:9]2[CH2:14][CH2:13][CH:12]([O:15][C:16]3[N:17]=[CH:18][C:19]([C:22]([NH:24][CH:25]4[CH2:30][CH2:29][N:28](C(OC(C)(C)C)=O)[CH2:27][CH2:26]4)=[O:23])=[N:20][CH:21]=3)[CH2:11][CH2:10]2)=[CH:5][CH:4]=1.[ClH:40]. The catalyst is O1CCOCC1. The product is [ClH:40].[ClH:40].[NH:28]1[CH2:29][CH2:30][CH:25]([NH:24][C:22]([C:19]2[CH:18]=[N:17][C:16]([O:15][CH:12]3[CH2:11][CH2:10][N:9]([C:6]4[CH:7]=[CH:8][C:3]([C:2]([F:39])([F:1])[F:38])=[CH:4][CH:5]=4)[CH2:14][CH2:13]3)=[CH:21][N:20]=2)=[O:23])[CH2:26][CH2:27]1. The yield is 0.990. (4) The reactants are [OH-].[Na+].C([O:5][C:6]([C:8]1[CH:9]=[N:10][C:11]2[C:16]([C:17]=1[Cl:18])=[N:15][C:14]([O:19][CH3:20])=[CH:13][CH:12]=2)=[O:7])C. The catalyst is O1CCCC1.O. The product is [Cl:18][C:17]1[C:16]2[C:11](=[CH:12][CH:13]=[C:14]([O:19][CH3:20])[N:15]=2)[N:10]=[CH:9][C:8]=1[C:6]([OH:7])=[O:5]. The yield is 0.960.